From a dataset of Choline transporter screen with 302,306 compounds. Binary Classification. Given a drug SMILES string, predict its activity (active/inactive) in a high-throughput screening assay against a specified biological target. (1) The compound is Fc1ccc(Cc2c(=O)n(CCCn3ccnc3)ccc2O)cc1. The result is 0 (inactive). (2) The molecule is ClCC(=O)N1N=C(CC1c1sccc1)c1occc1. The result is 0 (inactive). (3) The compound is N(CCN(C)C)(Cc1ccccc1)c1ncccc1. The result is 0 (inactive). (4) The molecule is Fc1cc2C(N(CC(=O)Nc2cc1)C(=O)c1c(cccc1)C)c1ccccc1. The result is 0 (inactive). (5) The compound is O=C1N(C(=O)N2C1(c1[nH]c3c(c1CC2)cccc3)C)C(C(C)C)C(=O)NC(c1ccccc1)C(O)=O. The result is 0 (inactive).